Binary classification across 12 toxicity assays. From a dataset of Tox21: 12 toxicity assays (nuclear receptors and stress response pathways). (1) The drug is CCCN(CC1CC1)c1c([N+](=O)[O-])cc(C(F)(F)F)cc1[N+](=O)[O-]. It tested positive (active) for: SR-MMP (Mitochondrial Membrane Potential disruption). (2) The compound is O=C([O-])C1O[Sb]2OC(=O)C(O2)C(C(=O)[O-])O[Sb]2OC(=O)C1O2. It tested positive (active) for: SR-ARE (Antioxidant Response Element (oxidative stress)), SR-HSE (Heat Shock Element response), and SR-p53 (p53 tumor suppressor activation). (3) The compound is COCCOc1cc2cc(C(=O)NC3CCN(C(C)C)CC3)n(CC(=O)Nc3ccc(Cl)cn3)c2cn1. It tested positive (active) for: NR-AhR (Aryl hydrocarbon Receptor agonist activity). (4) The molecule is CCOC(=O)Cc1ccc(-c2ccccc2)cc1. It tested positive (active) for: NR-PPAR-gamma (PPAR-gamma nuclear receptor agonist). (5) The drug is Cc1ccc(N)cc1N. It tested positive (active) for: NR-AhR (Aryl hydrocarbon Receptor agonist activity), and SR-MMP (Mitochondrial Membrane Potential disruption).